This data is from NCI-60 drug combinations with 297,098 pairs across 59 cell lines. The task is: Regression. Given two drug SMILES strings and cell line genomic features, predict the synergy score measuring deviation from expected non-interaction effect. (1) Synergy scores: CSS=41.6, Synergy_ZIP=-1.40, Synergy_Bliss=-2.54, Synergy_Loewe=-65.8, Synergy_HSA=-3.69. Drug 2: C1CN(P(=O)(OC1)NCCCl)CCCl. Cell line: DU-145. Drug 1: C1=CN(C(=O)N=C1N)C2C(C(C(O2)CO)O)O.Cl. (2) Drug 1: CC1C(C(CC(O1)OC2CC(CC3=C2C(=C4C(=C3O)C(=O)C5=C(C4=O)C(=CC=C5)OC)O)(C(=O)CO)O)N)O.Cl. Drug 2: C1=CC(=CC=C1CCC2=CNC3=C2C(=O)NC(=N3)N)C(=O)NC(CCC(=O)O)C(=O)O. Cell line: RPMI-8226. Synergy scores: CSS=33.3, Synergy_ZIP=-4.10, Synergy_Bliss=-1.83, Synergy_Loewe=-0.635, Synergy_HSA=0.826. (3) Drug 1: CC12CCC(CC1=CCC3C2CCC4(C3CC=C4C5=CN=CC=C5)C)O. Drug 2: CC1=C(C=C(C=C1)C(=O)NC2=CC(=CC(=C2)C(F)(F)F)N3C=C(N=C3)C)NC4=NC=CC(=N4)C5=CN=CC=C5. Cell line: MDA-MB-231. Synergy scores: CSS=8.26, Synergy_ZIP=-2.73, Synergy_Bliss=2.43, Synergy_Loewe=1.22, Synergy_HSA=3.17. (4) Drug 1: C1CCN(CC1)CCOC2=CC=C(C=C2)C(=O)C3=C(SC4=C3C=CC(=C4)O)C5=CC=C(C=C5)O. Drug 2: C#CCC(CC1=CN=C2C(=N1)C(=NC(=N2)N)N)C3=CC=C(C=C3)C(=O)NC(CCC(=O)O)C(=O)O. Cell line: RXF 393. Synergy scores: CSS=4.43, Synergy_ZIP=0.714, Synergy_Bliss=1.14, Synergy_Loewe=3.15, Synergy_HSA=1.94. (5) Drug 1: CC12CCC(CC1=CCC3C2CCC4(C3CC=C4C5=CN=CC=C5)C)O. Drug 2: CCC1(C2=C(COC1=O)C(=O)N3CC4=CC5=C(C=CC(=C5CN(C)C)O)N=C4C3=C2)O.Cl. Cell line: UACC-257. Synergy scores: CSS=9.38, Synergy_ZIP=2.39, Synergy_Bliss=-1.20, Synergy_Loewe=-9.35, Synergy_HSA=-1.24. (6) Drug 1: CNC(=O)C1=CC=CC=C1SC2=CC3=C(C=C2)C(=NN3)C=CC4=CC=CC=N4. Drug 2: CC1=C(C(CCC1)(C)C)C=CC(=CC=CC(=CC(=O)O)C)C. Cell line: MDA-MB-435. Synergy scores: CSS=-2.18, Synergy_ZIP=0.434, Synergy_Bliss=0.0525, Synergy_Loewe=-4.51, Synergy_HSA=-2.16.